Dataset: Catalyst prediction with 721,799 reactions and 888 catalyst types from USPTO. Task: Predict which catalyst facilitates the given reaction. (1) Reactant: [Cl:1][C:2]1[C:3]2[NH:10][CH:9]=[CH:8][C:4]=2[N:5]=[CH:6][N:7]=1.[C:11]([O:19][CH2:20][CH2:21][O:22][CH2:23][CH2:24]OS(C1C=CC(C)=CC=1)(=O)=O)(=[O:18])[C:12]1[CH:17]=[CH:16][CH:15]=[CH:14][CH:13]=1.C(=O)([O-])[O-].[Cs+].[Cs+].CN(C)C=O. Product: [C:11]([O:19][CH2:20][CH2:21][O:22][CH2:23][CH2:24][N:10]1[C:3]2[C:2]([Cl:1])=[N:7][CH:6]=[N:5][C:4]=2[CH:8]=[CH:9]1)(=[O:18])[C:12]1[CH:17]=[CH:16][CH:15]=[CH:14][CH:13]=1. The catalyst class is: 6. (2) Reactant: S(Cl)([Cl:3])=O.[C:5]1([N:11]2[C:19]3[CH2:18][CH2:17][CH2:16][CH:15]([CH2:20][CH2:21]O)[C:14]=3[CH:13]=[N:12]2)[CH:10]=[CH:9][CH:8]=[CH:7][CH:6]=1. Product: [Cl:3][CH2:21][CH2:20][CH:15]1[CH2:16][CH2:17][CH2:18][C:19]2[N:11]([C:5]3[CH:10]=[CH:9][CH:8]=[CH:7][CH:6]=3)[N:12]=[CH:13][C:14]1=2. The catalyst class is: 133. (3) Reactant: [C:1]([O:5][C:6]([N:8]1[CH2:13][CH2:12][C:11](=O)[CH:10]([C:15]([O:17][CH2:18][CH3:19])=[O:16])[CH2:9]1)=[O:7])([CH3:4])([CH3:3])[CH3:2].[CH2:20]([NH2:27])[CH2:21][CH2:22][CH2:23][CH2:24][CH2:25][CH3:26]. Product: [C:1]([O:5][C:6]([N:8]1[CH2:13][CH2:12][C:11]([NH:27][CH2:20][CH2:21][CH2:22][CH2:23][CH2:24][CH2:25][CH3:26])=[C:10]([C:15]([O:17][CH2:18][CH3:19])=[O:16])[CH2:9]1)=[O:7])([CH3:4])([CH3:3])[CH3:2]. The catalyst class is: 11. (4) Reactant: [F:1][C:2]([F:32])([F:31])[C:3]1[CH:8]=[C:7]([C:9]2[CH:14]=[CH:13][C:12]([C:15]([F:18])([F:17])[F:16])=[CH:11][CH:10]=2)[N:6]=[C:5]([N:19]2[CH:23]=[C:22]([C:24]3[CH:25]=[CH:26][C:27]([NH2:30])=[N:28][CH:29]=3)[N:21]=[CH:20]2)[N:4]=1.[CH2:33]([O:35]CC)[CH3:34]. Product: [F:32][C:2]([F:1])([F:31])[C:3]1[CH:8]=[C:7]([C:9]2[CH:14]=[CH:13][C:12]([C:15]([F:17])([F:18])[F:16])=[CH:11][CH:10]=2)[N:6]=[C:5]([N:19]2[CH:23]=[C:22]([C:24]3[CH:25]=[CH:26][C:27]([NH:30][C:33](=[O:35])[CH3:34])=[N:28][CH:29]=3)[N:21]=[CH:20]2)[N:4]=1. The catalyst class is: 152. (5) Reactant: C1([C:7]2[CH:19]=[CH:18][C:17]3[C:16]4[C:11](=[CH:12][CH:13]=[CH:14][CH:15]=4)[NH:10][C:9]=3[CH:8]=2)C=CC=CC=1.Br[C:21]1[CH:22]=[CH:23][C:24]2[N:25]([S:35]([C:38]3[CH:43]=[CH:42][CH:41]=[CH:40][CH:39]=3)(=[O:37])=[O:36])[C:26]3[C:31]([C:32]=2[CH:33]=1)=[CH:30][C:29](Br)=[CH:28][CH:27]=3.P([O-])([O-])([O-])=O.[K+].[K+].[K+]. Product: [C:7]1([C:14]2[CH:13]=[CH:12][C:11]3[N:10]([C:21]4[CH:22]=[CH:23][C:24]5[N:25]([S:35]([C:38]6[CH:43]=[CH:42][CH:41]=[CH:40][CH:39]=6)(=[O:37])=[O:36])[C:26]6[C:31]([C:32]=5[CH:33]=4)=[CH:30][C:29]([N:10]4[C:9]5[CH:8]=[CH:7][C:19]([C:11]7[CH:16]=[CH:15][CH:14]=[CH:13][CH:12]=7)=[CH:18][C:17]=5[C:16]5[C:11]4=[CH:12][CH:13]=[CH:14][CH:15]=5)=[CH:28][CH:27]=6)[C:9]4[C:17]([C:16]=3[CH:15]=2)=[CH:18][CH:19]=[CH:7][CH:8]=4)[CH:19]=[CH:18][CH:17]=[CH:9][CH:8]=1. The catalyst class is: 185. (6) Reactant: [C:1]1([NH:7][NH2:8])[CH:6]=[CH:5][CH:4]=[CH:3][CH:2]=1.[CH:9]12[CH2:14][CH:13]1[C:12](=[O:15])[O:11][C:10]2=[O:16]. Product: [C:1]1([NH:7][NH:8][C:12]([C@H:13]2[CH2:14][C@H:9]2[C:10]([OH:16])=[O:11])=[O:15])[CH:6]=[CH:5][CH:4]=[CH:3][CH:2]=1. The catalyst class is: 4. (7) Reactant: BrC1C=CC(Cl)=C(C=1)C(O)=O.C(Cl)(=O)C(Cl)=O.Cl.[OH-].[K+].[Al+3].[Cl-].[Cl-].[Cl-].[OH-].[Na+].[Br:27][C:28]1[CH:29]=[CH:30][C:31]([Cl:44])=[C:32]([C:34]([C:36]2[CH:41]=[CH:40][C:39]([CH2:42][CH3:43])=[CH:38][CH:37]=2)=[O:35])[CH:33]=1.BrC1C=CC(Cl)=C(C(C2C=CC=CC=2CC)=O)C=1. Product: [Br:27][C:28]1[CH:29]=[CH:30][C:31]([Cl:44])=[C:32]([C:34]([C:36]2[CH:41]=[CH:40][C:39]([CH2:42][CH3:43])=[CH:38][CH:37]=2)=[O:35])[CH:33]=1. The catalyst class is: 59. (8) Reactant: [N:1]([C@@H:4]([C@@H:19]([C:28]1[CH:33]=[CH:32][C:31]([Cl:34])=[CH:30][CH:29]=1)[C:20]1[CH:21]=[N:22][C:23]([O:26][CH3:27])=[CH:24][CH:25]=1)[C:5](N1[C@@H](C2C=CC=CC=2)COC1=O)=[O:6])=[N+:2]=[N-:3].[OH:35]O.[Li+].[OH-]. Product: [N:1]([C@@H:4]([C@H:19]([C:28]1[CH:33]=[CH:32][C:31]([Cl:34])=[CH:30][CH:29]=1)[C:20]1[CH:21]=[N:22][C:23]([O:26][CH3:27])=[CH:24][CH:25]=1)[C:5]([OH:6])=[O:35])=[N+:2]=[N-:3]. The catalyst class is: 20. (9) Reactant: [Cl:1][C:2]1[N:11]=[C:10](Cl)[C:9]2[C:4](=[CH:5][CH:6]=[CH:7][CH:8]=2)[N:3]=1.C(N(CC)CC)C.[NH:20]1[CH2:26][CH2:25][CH2:24][CH2:23][CH2:22][CH2:21]1.O. Product: [Cl:1][C:2]1[N:11]=[C:10]([N:20]2[CH2:26][CH2:25][CH2:24][CH2:23][CH2:22][CH2:21]2)[C:9]2[C:4](=[CH:5][CH:6]=[CH:7][CH:8]=2)[N:3]=1. The catalyst class is: 7. (10) Reactant: [F:1][C:2]1[CH:3]=[C:4]([C:9]2([OH:14])[CH2:13][CH2:12][NH:11][CH2:10]2)[CH:5]=[C:6]([F:8])[CH:7]=1.C(=O)([O-])[O-].[K+].[K+].I[CH2:22][CH2:23][CH3:24]. Product: [F:1][C:2]1[CH:3]=[C:4]([C:9]2([OH:14])[CH2:13][CH2:12][N:11]([CH2:22][CH2:23][CH3:24])[CH2:10]2)[CH:5]=[C:6]([F:8])[CH:7]=1. The catalyst class is: 10.